From a dataset of NCI-60 drug combinations with 297,098 pairs across 59 cell lines. Regression. Given two drug SMILES strings and cell line genomic features, predict the synergy score measuring deviation from expected non-interaction effect. (1) Drug 2: CC1=C2C(C(=O)C3(C(CC4C(C3C(C(C2(C)C)(CC1OC(=O)C(C(C5=CC=CC=C5)NC(=O)OC(C)(C)C)O)O)OC(=O)C6=CC=CC=C6)(CO4)OC(=O)C)O)C)O. Cell line: EKVX. Drug 1: CN1C(=O)N2C=NC(=C2N=N1)C(=O)N. Synergy scores: CSS=-4.10, Synergy_ZIP=5.80, Synergy_Bliss=4.96, Synergy_Loewe=-5.92, Synergy_HSA=-4.11. (2) Cell line: A549. Synergy scores: CSS=45.1, Synergy_ZIP=1.19, Synergy_Bliss=1.03, Synergy_Loewe=-28.0, Synergy_HSA=0.873. Drug 2: C1=CN(C(=O)N=C1N)C2C(C(C(O2)CO)O)O.Cl. Drug 1: CN(C)N=NC1=C(NC=N1)C(=O)N. (3) Drug 1: CC1=C2C(C(=O)C3(C(CC4C(C3C(C(C2(C)C)(CC1OC(=O)C(C(C5=CC=CC=C5)NC(=O)OC(C)(C)C)O)O)OC(=O)C6=CC=CC=C6)(CO4)OC(=O)C)O)C)O. Drug 2: CCN(CC)CCNC(=O)C1=C(NC(=C1C)C=C2C3=C(C=CC(=C3)F)NC2=O)C. Cell line: PC-3. Synergy scores: CSS=17.3, Synergy_ZIP=4.27, Synergy_Bliss=6.09, Synergy_Loewe=8.21, Synergy_HSA=8.24.